Dataset: Experimentally validated miRNA-target interactions with 360,000+ pairs, plus equal number of negative samples. Task: Binary Classification. Given a miRNA mature sequence and a target amino acid sequence, predict their likelihood of interaction. (1) The miRNA is mmu-miR-300-3p with sequence UAUGCAAGGGCAAGCUCUCUUC. The protein sequence of the target gene is MSVPDYMQCAEDHQTLLVVVQPVGIVSEENFFRIYKRICSVSQISVRDSQRVLYIRYRHHYPPENNEWGDFQTHRKVVGLITITDCFSAKDWPQTFEKFHVQKEIYGSTLYDSRLFVFGLQGEIVEQPRTDVAFYPNYEDCQTVEKRIEDFIESLFIVLESKRLDRATDKSGDKIPLLCVPFEKKDFVGLDTDSRHYKKRCQGRMRKHVGDLCLQAGMLQDSLVHYHMSVELLRSVNDFLWLGAALEGLCSASVIYHYPGGTGGKSGARRFQGSTLPAEAANRHRPGAQEVLIDPGALTT.... Result: 0 (no interaction). (2) The miRNA is mmu-miR-6913-3p with sequence UCUCUACUGAUUUGUCUCCUCAG. The protein sequence of the target gene is MVISVVLLLLAAYAVPAQGLGSFVHCEPCDEKALSMCPPSPLGCELVKEPGCGCCMTCALAEGQSCGVYTERCAQGLRCLPRQDEEKPLHALLHGRGVCLNEKSYGEQTKIERDSREHEEPTTSEMAEETYSPKVFRPKHTRISELKAEAVKKDRRKKLTQSKFVGGAENTAHPRVIPAPEMRQESEQGPCRRHMEASLQEFKASPRMVPRAVYLPNCDRKGFYKRKQCKPSRGRKRGICWCVDKYGMKLPGMEYVDGDFQCHAFDSSNVE. Result: 0 (no interaction).